Dataset: Catalyst prediction with 721,799 reactions and 888 catalyst types from USPTO. Task: Predict which catalyst facilitates the given reaction. (1) Reactant: [O:1]=[C:2]1[N:6]2[CH2:7][C@H:8]([C:11]([OH:13])=O)[CH2:9][CH2:10][C@H:5]2[CH2:4][O:3]1.[CH2:14]([N:16](CC)CC)C.ClC(OCC(C)C)=O.[Cl:29][C:30]1[C:31](NC)=[N:32][CH:33]=[CH:34][N:35]=1. Product: [Cl:29][C:30]1[C:31]([CH2:14][NH:16][C:11]([C@H:8]2[CH2:7][N:6]3[C:2](=[O:1])[O:3][CH2:4][C@@H:5]3[CH2:10][CH2:9]2)=[O:13])=[N:32][CH:33]=[CH:34][N:35]=1. The catalyst class is: 4. (2) Reactant: [CH:1]([C:4]1[N:8]=[C:7]([N:9]2[CH2:14][CH2:13][CH:12]([C@H:15]3[CH2:17][C@H:16]3[CH2:18][CH2:19][OH:20])[CH2:11][CH2:10]2)[O:6][N:5]=1)([CH3:3])[CH3:2].[N+:21]([C:24]1[CH:29]=[CH:28][C:27](O)=[CH:26][CH:25]=1)([O-:23])=[O:22].C(=O)([O-])[O-].[Cs+].[Cs+].C(OCC)(=O)C. Product: [CH:1]([C:4]1[N:8]=[C:7]([N:9]2[CH2:14][CH2:13][CH:12]([C@H:15]3[CH2:17][C@H:16]3[CH2:18][CH2:19][O:20][C:27]3[CH:28]=[CH:29][C:24]([N+:21]([O-:23])=[O:22])=[CH:25][CH:26]=3)[CH2:11][CH2:10]2)[O:6][N:5]=1)([CH3:3])[CH3:2]. The catalyst class is: 3. (3) Reactant: [NH2:1][CH2:2][CH2:3][CH2:4][CH2:5][C@H:6]([NH:17][C:18](=[O:33])[C:19]1[CH:24]=[CH:23][C:22]([C:25]([N:27]2[CH2:31][CH2:30][CH2:29][CH2:28]2)=[O:26])=[C:21]([CH3:32])[CH:20]=1)[C:7]1[NH:11][C:10]2[CH:12]=[CH:13][C:14]([Cl:16])=[CH:15][C:9]=2[N:8]=1.C(N(C(C)C)CC)(C)C.[CH3:43][N:44]1[CH2:48][CH2:47][CH2:46][C@H:45]1[C:49](O)=[O:50]. Product: [Cl:16][C:14]1[CH:13]=[CH:12][C:10]2[NH:11][C:7]([C@@H:6]([NH:17][C:18](=[O:33])[C:19]3[CH:24]=[CH:23][C:22]([C:25]([N:27]4[CH2:28][CH2:29][CH2:30][CH2:31]4)=[O:26])=[C:21]([CH3:32])[CH:20]=3)[CH2:5][CH2:4][CH2:3][CH2:2][NH:1][C:49]([C@@H:45]3[CH2:46][CH2:47][CH2:48][N:44]3[CH3:43])=[O:50])=[N:8][C:9]=2[CH:15]=1. The catalyst class is: 16.